This data is from NCI-60 drug combinations with 297,098 pairs across 59 cell lines. The task is: Regression. Given two drug SMILES strings and cell line genomic features, predict the synergy score measuring deviation from expected non-interaction effect. (1) Drug 1: CC12CCC3C(C1CCC2O)C(CC4=C3C=CC(=C4)O)CCCCCCCCCS(=O)CCCC(C(F)(F)F)(F)F. Drug 2: C1C(C(OC1N2C=NC3=C2NC=NCC3O)CO)O. Cell line: MDA-MB-435. Synergy scores: CSS=-4.97, Synergy_ZIP=1.30, Synergy_Bliss=-0.602, Synergy_Loewe=-4.16, Synergy_HSA=-3.81. (2) Drug 1: CC12CCC3C(C1CCC2OP(=O)(O)O)CCC4=C3C=CC(=C4)OC(=O)N(CCCl)CCCl.[Na+]. Drug 2: CC1C(C(CC(O1)OC2CC(CC3=C2C(=C4C(=C3O)C(=O)C5=C(C4=O)C(=CC=C5)OC)O)(C(=O)CO)O)N)O.Cl. Cell line: NCI-H226. Synergy scores: CSS=60.2, Synergy_ZIP=4.32, Synergy_Bliss=8.34, Synergy_Loewe=-31.1, Synergy_HSA=8.74. (3) Drug 1: CC1C(C(CC(O1)OC2CC(OC(C2O)C)OC3=CC4=CC5=C(C(=O)C(C(C5)C(C(=O)C(C(C)O)O)OC)OC6CC(C(C(O6)C)O)OC7CC(C(C(O7)C)O)OC8CC(C(C(O8)C)O)(C)O)C(=C4C(=C3C)O)O)O)O. Drug 2: CCCCCOC(=O)NC1=NC(=O)N(C=C1F)C2C(C(C(O2)C)O)O. Cell line: SR. Synergy scores: CSS=54.0, Synergy_ZIP=-0.549, Synergy_Bliss=-0.476, Synergy_Loewe=-12.3, Synergy_HSA=-0.897. (4) Drug 1: CCC1(CC2CC(C3=C(CCN(C2)C1)C4=CC=CC=C4N3)(C5=C(C=C6C(=C5)C78CCN9C7C(C=CC9)(C(C(C8N6C=O)(C(=O)OC)O)OC(=O)C)CC)OC)C(=O)OC)O.OS(=O)(=O)O. Drug 2: CCN(CC)CCNC(=O)C1=C(NC(=C1C)C=C2C3=C(C=CC(=C3)F)NC2=O)C. Cell line: KM12. Synergy scores: CSS=39.1, Synergy_ZIP=-4.26, Synergy_Bliss=-1.96, Synergy_Loewe=0.0856, Synergy_HSA=0.353.